Task: Predict the reactants needed to synthesize the given product.. Dataset: Full USPTO retrosynthesis dataset with 1.9M reactions from patents (1976-2016) (1) Given the product [CH2:17]([C:20]1([S:23]([NH2:26])(=[O:25])=[O:24])[CH2:22][CH2:21]1)[CH:18]=[CH2:19].[C:1]([NH:5][S:6]([C:9]1([CH2:12][CH:13]=[CH2:14])[CH2:11][CH2:10]1)(=[O:8])=[O:7])([CH3:4])([CH3:2])[CH3:3], predict the reactants needed to synthesize it. The reactants are: [C:1]([NH:5][S:6]([C:9]1([CH3:12])[CH2:11][CH2:10]1)(=[O:8])=[O:7])([CH3:4])([CH3:3])[CH3:2].[CH2:13](Br)[CH:14]=C.[CH2:17]([C:20]1([S:23]([NH2:26])(=[O:25])=[O:24])[CH2:22][CH2:21]1)[CH:18]=[CH2:19]. (2) Given the product [C:15]([C:12]1[CH:13]=[CH:14][C:9]([O:8][CH2:7][C:6]([OH:5])=[O:19])=[C:10]([C:17]#[C:18][C:21]2[CH:22]=[C:23]([S:28]([CH2:31][CH2:32][CH2:33][OH:34])(=[O:30])=[O:29])[CH:24]=[CH:25][C:26]=2[CH3:27])[CH:11]=1)#[N:16], predict the reactants needed to synthesize it. The reactants are: C([O:5][C:6](=[O:19])[CH2:7][O:8][C:9]1[CH:14]=[CH:13][C:12]([C:15]#[N:16])=[CH:11][C:10]=1[C:17]#[CH:18])(C)(C)C.Br[C:21]1[CH:22]=[C:23]([S:28]([CH2:31][CH2:32][CH2:33][OH:34])(=[O:30])=[O:29])[CH:24]=[CH:25][C:26]=1[CH3:27]. (3) Given the product [C:1]([O:6][CH3:7])(=[O:5])[C:2]([CH3:4])=[CH2:3].[C:8]([O:13][C:14]([CH3:17])([CH3:16])[CH3:15])(=[O:12])[C:9]([CH3:11])=[CH2:10], predict the reactants needed to synthesize it. The reactants are: [C:1]([O:6][CH3:7])(=[O:5])[C:2]([CH3:4])=[CH2:3].[C:8]([O:13][C:14]([CH3:17])([CH3:16])[CH3:15])(=[O:12])[C:9]([CH3:11])=[CH2:10]. (4) Given the product [CH3:10][O-:11].[Na+:4].[Cl:5][C:6]1[N:7]=[C:8]([CH3:14])[C:9]([C:10]#[CH:2])=[CH:12][CH:13]=1, predict the reactants needed to synthesize it. The reactants are: [Na].[CH3:2][O-].[Na+:4].[Cl:5][C:6]1[CH:13]=[CH:12][C:9]([CH:10]=[O:11])=[C:8]([CH3:14])[N:7]=1.[Cl-].[NH4+]. (5) Given the product [NH2:24][C:22]1[C:23]2=[C:15]([C:11]3[CH:12]=[CH:13][CH:14]=[C:9]([O:8][CH2:1][C:2]4[CH:3]=[CH:4][CH:5]=[CH:6][CH:7]=4)[CH:10]=3)[CH:16]=[C:17]([CH:25]3[CH2:30][CH2:29][N:28]([CH2:32][C:33]([N:35]([CH3:37])[CH3:36])=[O:34])[CH2:27][CH2:26]3)[N:18]2[N:19]=[CH:20][N:21]=1, predict the reactants needed to synthesize it. The reactants are: [CH2:1]([O:8][C:9]1[CH:10]=[C:11]([C:15]2[CH:16]=[C:17]([CH:25]3[CH2:30][CH2:29][NH:28][CH2:27][CH2:26]3)[N:18]3[C:23]=2[C:22]([NH2:24])=[N:21][CH:20]=[N:19]3)[CH:12]=[CH:13][CH:14]=1)[C:2]1[CH:7]=[CH:6][CH:5]=[CH:4][CH:3]=1.Cl[CH2:32][C:33]([N:35]([CH3:37])[CH3:36])=[O:34].